Dataset: Full USPTO retrosynthesis dataset with 1.9M reactions from patents (1976-2016). Task: Predict the reactants needed to synthesize the given product. (1) Given the product [CH3:24][O:23][C:11]1[N:10]=[C:9]([N:6]2[CH2:7][CH2:8][CH:3]([CH2:2][NH:1][CH2:36][C:34]3[CH:33]=[CH:32][CH:31]=[C:30]([C:27]4[CH:28]=[CH:29][S:25][CH:26]=4)[N:35]=3)[CH2:4][CH2:5]2)[N:14]=[C:13](/[CH:15]=[C:16]2/[C:17](=[O:22])[NH:18][C:19](=[O:21])[S:20]/2)[CH:12]=1, predict the reactants needed to synthesize it. The reactants are: [NH2:1][CH2:2][CH:3]1[CH2:8][CH2:7][N:6]([C:9]2[N:14]=[C:13](/[CH:15]=[C:16]3/[C:17](=[O:22])[NH:18][C:19](=[O:21])[S:20]/3)[CH:12]=[C:11]([O:23][CH3:24])[N:10]=2)[CH2:5][CH2:4]1.[S:25]1[CH:29]=[CH:28][C:27]([C:30]2[N:35]=[C:34]([CH:36]=O)[CH:33]=[CH:32][CH:31]=2)=[CH:26]1. (2) Given the product [C:25]1([C:28]([C:44]2[CH:45]=[CH:46][CH:47]=[CH:48][CH:49]=2)=[C:29]([C:30]2[CH:31]=[CH:32][CH:33]=[CH:34][CH:35]=2)[C:36]2[CH:41]=[CH:40][CH:39]=[CH:38][CH:37]=2)[CH:24]=[CH:23][CH:22]=[CH:27][CH:26]=1.[C:14]1([PH+:7]([C:1]2[CH:2]=[CH:3][CH:4]=[CH:5][CH:6]=2)[C:8]2[CH:13]=[CH:12][CH:11]=[CH:10][CH:9]=2)[CH:15]=[CH:16][CH:17]=[CH:18][CH:19]=1.[C:63]1([PH+:56]([C:50]2[CH:51]=[CH:52][CH:53]=[CH:54][CH:55]=2)[C:57]2[CH:62]=[CH:61][CH:60]=[CH:59][CH:58]=2)[CH:64]=[CH:65][CH:66]=[CH:67][CH:68]=1, predict the reactants needed to synthesize it. The reactants are: [C:1]1([PH+:7]([C:14]2[CH:19]=[CH:18][CH:17]=[CH:16][CH:15]=2)[C:8]2[CH:13]=[CH:12][CH:11]=[CH:10][CH:9]=2)[CH:6]=[CH:5][CH:4]=[CH:3][CH:2]=1.BrC[C:22]1[CH:27]=[CH:26][C:25]([C:28]([C:44]2[CH:49]=[CH:48][CH:47]=[CH:46][CH:45]=2)=[C:29]([C:36]2[CH:41]=[CH:40][C:39](CBr)=[CH:38][CH:37]=2)[C:30]2[CH:35]=[CH:34][CH:33]=[CH:32][CH:31]=2)=[CH:24][CH:23]=1.[C:50]1([P:56]([C:63]2[CH:68]=[CH:67][CH:66]=[CH:65][CH:64]=2)[C:57]2[CH:62]=[CH:61][CH:60]=[CH:59][CH:58]=2)[CH:55]=[CH:54][CH:53]=[CH:52][CH:51]=1.C1(C)C=CC=CC=1.